Dataset: Reaction yield outcomes from USPTO patents with 853,638 reactions. Task: Predict the reaction yield, written as a fraction of the theoretical maximum amount of product (1.0 means a 100% yield; for example, 0.34 means a 34% yield). (1) The reactants are [OH:1][C:2]1[CH:11]=[CH:10][C:5]2[C:6](=[O:9])[CH2:7][O:8][C:4]=2[C:3]=1[CH2:12][N:13]1[CH2:18][CH2:17][O:16][CH2:15][CH2:14]1.[NH:19]1[C:27]2[C:22](=[CH:23][CH:24]=[CH:25][N:26]=2)[C:21]([CH:28]=O)=[CH:20]1.N1CCCCC1. The catalyst is CO. The product is [NH:19]1[C:27]2=[N:26][CH:25]=[CH:24][CH:23]=[C:22]2[C:21](/[CH:28]=[C:7]2\[O:8][C:4]3[C:3]([CH2:12][N:13]4[CH2:18][CH2:17][O:16][CH2:15][CH2:14]4)=[C:2]([OH:1])[CH:11]=[CH:10][C:5]=3[C:6]\2=[O:9])=[CH:20]1. The yield is 0.520. (2) The reactants are [Cl:1][C:2]1[CH:24]=[CH:23][C:5]([O:6][CH2:7][CH:8]2[CH2:13][N:12](C(OC(C)(C)C)=O)[CH2:11][C:10]([F:22])([F:21])[CH2:9]2)=[CH:4][CH:3]=1.FC(F)(F)C(O)=O. The catalyst is ClCCl. The product is [Cl:1][C:2]1[CH:3]=[CH:4][C:5]([O:6][CH2:7][CH:8]2[CH2:13][NH:12][CH2:11][C:10]([F:22])([F:21])[CH2:9]2)=[CH:23][CH:24]=1. The yield is 0.510.